From a dataset of NCI-60 drug combinations with 297,098 pairs across 59 cell lines. Regression. Given two drug SMILES strings and cell line genomic features, predict the synergy score measuring deviation from expected non-interaction effect. (1) Drug 1: C1=CC(=CC=C1C#N)C(C2=CC=C(C=C2)C#N)N3C=NC=N3. Drug 2: C1=NC2=C(N=C(N=C2N1C3C(C(C(O3)CO)O)F)Cl)N. Cell line: HCT116. Synergy scores: CSS=17.8, Synergy_ZIP=-7.31, Synergy_Bliss=-8.94, Synergy_Loewe=-29.4, Synergy_HSA=-9.23. (2) Drug 1: CCN(CC)CCNC(=O)C1=C(NC(=C1C)C=C2C3=C(C=CC(=C3)F)NC2=O)C. Drug 2: C1CCC(C(C1)N)N.C(=O)(C(=O)[O-])[O-].[Pt+4]. Cell line: RPMI-8226. Synergy scores: CSS=31.2, Synergy_ZIP=2.14, Synergy_Bliss=5.32, Synergy_Loewe=-1.03, Synergy_HSA=4.91. (3) Drug 1: CN(CCCl)CCCl.Cl. Drug 2: COC1=C2C(=CC3=C1OC=C3)C=CC(=O)O2. Cell line: HCC-2998. Synergy scores: CSS=3.92, Synergy_ZIP=-1.02, Synergy_Bliss=1.98, Synergy_Loewe=-5.02, Synergy_HSA=-0.556. (4) Drug 1: C(=O)(N)NO. Drug 2: CC(C)(C#N)C1=CC(=CC(=C1)CN2C=NC=N2)C(C)(C)C#N. Cell line: SF-539. Synergy scores: CSS=-4.67, Synergy_ZIP=3.31, Synergy_Bliss=0.404, Synergy_Loewe=-4.46, Synergy_HSA=-5.09. (5) Drug 1: CN(C)N=NC1=C(NC=N1)C(=O)N. Drug 2: C1CC(C1)(C(=O)O)C(=O)O.[NH2-].[NH2-].[Pt+2]. Cell line: OVCAR3. Synergy scores: CSS=47.8, Synergy_ZIP=-1.43, Synergy_Bliss=-0.201, Synergy_Loewe=-8.56, Synergy_HSA=-0.710. (6) Drug 1: CC1=CC2C(CCC3(C2CCC3(C(=O)C)OC(=O)C)C)C4(C1=CC(=O)CC4)C. Drug 2: CC1CCCC2(C(O2)CC(NC(=O)CC(C(C(=O)C(C1O)C)(C)C)O)C(=CC3=CSC(=N3)C)C)C. Cell line: HOP-62. Synergy scores: CSS=-8.54, Synergy_ZIP=1.92, Synergy_Bliss=-1.98, Synergy_Loewe=-10.5, Synergy_HSA=-7.73.